Dataset: Full USPTO retrosynthesis dataset with 1.9M reactions from patents (1976-2016). Task: Predict the reactants needed to synthesize the given product. (1) Given the product [Br:1][C:2]1[CH:3]=[CH:4][C:5]([C:8]2[N:9]=[CH:10][N:11]([CH3:13])[C:12]=2[I:14])=[CH:6][CH:7]=1, predict the reactants needed to synthesize it. The reactants are: [Br:1][C:2]1[CH:7]=[CH:6][C:5]([C:8]2[N:9]=[CH:10][N:11]([CH3:13])[CH:12]=2)=[CH:4][CH:3]=1.[I:14]N1C(=O)CCC1=O.C(=O)(O)[O-].[Na+]. (2) Given the product [CH3:24][O:23][C:3]1[CH:4]=[C:5]2[C:10](=[CH:11][C:2]=1[O:1][CH2:36][CH:37]1[CH2:42][CH2:41][N:40]([C:43]([O:45][C:46]([CH3:47])([CH3:49])[CH3:48])=[O:44])[CH2:39][CH2:38]1)[N:9]=[CH:8][N:7]=[C:6]2[O:12][C:13]1[CH:14]=[C:15]2[C:19](=[CH:20][CH:21]=1)[NH:18][C:17]([CH3:22])=[CH:16]2, predict the reactants needed to synthesize it. The reactants are: [OH:1][C:2]1[CH:11]=[C:10]2[C:5]([C:6]([O:12][C:13]3[CH:14]=[C:15]4[C:19](=[CH:20][CH:21]=3)[NH:18][C:17]([CH3:22])=[CH:16]4)=[N:7][CH:8]=[N:9]2)=[CH:4][C:3]=1[O:23][CH3:24].CC1C=CC(S(O[CH2:36][CH:37]2[CH2:42][CH2:41][N:40]([C:43]([O:45][C:46]([CH3:49])([CH3:48])[CH3:47])=[O:44])[CH2:39][CH2:38]2)(=O)=O)=CC=1.C(=O)([O-])[O-].[K+].[K+].O. (3) Given the product [CH2:18]([O:11][C:10](=[O:12])[CH2:9][N:1]1[CH:8]=[CH:7][C:5]([NH:6][C:39]([O:35][CH2:25][C:26]2[CH:34]=[CH:33][C:32]3[O:31][CH2:30][O:29][C:28]=3[CH:27]=2)=[O:40])=[N:4][C:2]1=[O:3])[CH3:19], predict the reactants needed to synthesize it. The reactants are: [N:1]1([CH2:9][C:10]([OH:12])=[O:11])[CH:8]=[CH:7][C:5]([NH2:6])=[N:4][C:2]1=[O:3].C(N1C=CN=C1)(N1[CH:19]=[CH:18]N=C1)=O.[CH2:25]([OH:35])[C:26]1[CH:34]=[CH:33][C:32]2[O:31][CH2:30][O:29][C:28]=2[CH:27]=1.CN([CH:39]=[O:40])C. (4) The reactants are: [NH2:1][C:2]1[CH:7]=[CH:6][CH:5]=[CH:4][C:3]=1[CH2:8][C:9]([NH:11][CH2:12][C:13]([C:16]1[CH:21]=[CH:20][C:19]([NH:22][C:23](=[O:34])[C:24]2[CH:29]=[CH:28][C:27]([O:30][CH3:31])=[C:26]([O:32][CH3:33])[CH:25]=2)=[CH:18][CH:17]=1)([CH3:15])[CH3:14])=[O:10].[CH3:35][S:36](Cl)(=[O:38])=[O:37]. Given the product [CH3:35][S:36]([NH:1][C:2]1[CH:7]=[CH:6][CH:5]=[CH:4][C:3]=1[CH2:8][C:9]([NH:11][CH2:12][C:13]([C:16]1[CH:21]=[CH:20][C:19]([NH:22][C:23](=[O:34])[C:24]2[CH:29]=[CH:28][C:27]([O:30][CH3:31])=[C:26]([O:32][CH3:33])[CH:25]=2)=[CH:18][CH:17]=1)([CH3:15])[CH3:14])=[O:10])(=[O:38])=[O:37], predict the reactants needed to synthesize it. (5) Given the product [C:1]([O:5][C:6]([NH:8][C@@H:9]([CH2:14][C:15]1[CH:16]=[CH:17][CH:18]=[CH:19][CH:20]=1)[C@H:10]([OH:13])[CH2:11][Cl:12])=[O:7])([CH3:4])([CH3:2])[CH3:3], predict the reactants needed to synthesize it. The reactants are: [C:1]([O:5][C:6]([NH:8][C@@H:9]([CH2:14][C:15]1[CH:20]=[CH:19][CH:18]=[CH:17][CH:16]=1)[C:10](=[O:13])[CH2:11][Cl:12])=[O:7])([CH3:4])([CH3:3])[CH3:2].C1(C)C=CC=CC=1.[BH4-].[Na+]. (6) Given the product [Cl:13][C:7]1[CH:8]=[C:9]2[C:4](=[CH:5][C:6]=1[Cl:14])[N:3]([C@@H:15]1[O:21][C@H:20]([CH2:22][OH:23])[C@@H:18]([OH:19])[C@H:16]1[OH:17])[C:2]([NH:35][CH3:33])=[C:10]2[CH:11]=[O:12], predict the reactants needed to synthesize it. The reactants are: Cl[C:2]1[N:3]([C@@H:15]2[O:21][C@H:20]([CH2:22][OH:23])[C@@H:18]([OH:19])[C@H:16]2[OH:17])[C:4]2[C:9]([C:10]=1[CH:11]=[O:12])=[CH:8][C:7]([Cl:13])=[C:6]([Cl:14])[CH:5]=2.CO.C(Cl)(Cl)Cl.CO.O.[CH2:33]([NH2:35])C. (7) The reactants are: P(C)(C)C.[N:5]([CH2:8][C:9]1[N:10]=[N:11][C:12]([C:15]2[C:20]([F:21])=[CH:19][CH:18]=[CH:17][C:16]=2[F:22])=[CH:13][CH:14]=1)=[N+]=[N-].[Cl:23][C:24]1[CH:29]=[CH:28][N:27]=[CH:26][C:25]=1[N:30]=[C:31]=S. Given the product [Cl:23][C:24]1[CH:29]=[CH:28][N:27]=[CH:26][C:25]=1[NH:30][C:31]1[N:10]2[N:11]=[C:12]([C:15]3[C:20]([F:21])=[CH:19][CH:18]=[CH:17][C:16]=3[F:22])[CH:13]=[CH:14][C:9]2=[CH:8][N:5]=1, predict the reactants needed to synthesize it. (8) Given the product [Cl:11][C:12]1[CH:13]=[C:14]([CH:19]2[CH:25]([CH2:26][O:27][CH2:28][CH2:29][OH:30])[O:24][CH2:23][CH2:22][N:21]([C:34]([O:36][C:37]([CH3:40])([CH3:39])[CH3:38])=[O:35])[CH2:20]2)[CH:15]=[CH:16][C:17]=1[Cl:18], predict the reactants needed to synthesize it. The reactants are: [H-].[Al+3].[Li+].[H-].[H-].[H-].[Cl-].[Al+3].[Cl-].[Cl-].[Cl:11][C:12]1[CH:13]=[C:14]([CH:19]2[CH:25]([CH2:26][O:27][CH2:28][C:29](OCC)=[O:30])[O:24][CH2:23][CH2:22][N:21]([C:34]([O:36][C:37]([CH3:40])([CH3:39])[CH3:38])=[O:35])[CH2:20]2)[CH:15]=[CH:16][C:17]=1[Cl:18].O.O.O.O.O.O.O.O.O.O.[O-]S([O-])(=O)=O.[Na+].[Na+]. (9) Given the product [CH2:14]([O:21][C:22]([NH:24][C@@H:25]([CH2:26][CH2:27][CH2:28][CH2:29][NH:30][S:2](=[O:4])(=[O:3])[NH:5][C:6]([O:12][C:9]([CH3:11])([CH3:10])[CH3:8])=[O:7])[C:31]([O:33][CH3:34])=[O:32])=[O:23])[C:15]1[CH:16]=[CH:17][CH:18]=[CH:19][CH:20]=1, predict the reactants needed to synthesize it. The reactants are: Cl[S:2]([N:5]=[C:6]=[O:7])(=[O:4])=[O:3].[CH3:8][C:9]([OH:12])([CH3:11])[CH3:10].[Cl-].[CH2:14]([O:21][C:22]([NH:24][C@H:25]([C:31]([O:33][CH3:34])=[O:32])[CH2:26][CH2:27][CH2:28][CH2:29][NH3+:30])=[O:23])[C:15]1[CH:20]=[CH:19][CH:18]=[CH:17][CH:16]=1.C(N(CC)CC)C.